Task: Predict the reactants needed to synthesize the given product.. Dataset: Full USPTO retrosynthesis dataset with 1.9M reactions from patents (1976-2016) (1) Given the product [Cl:14][C:15]1[CH:16]=[CH:17][C:18]([C:21]2[N:22]=[C:23]([CH2:39][N:40]3[N:44]=[N:43][CH:42]=[N:41]3)[C:24]([C:34]([NH:8][CH:5]3[CH2:6][CH2:7][C:2]([F:9])([F:1])[CH2:3][CH2:4]3)=[O:35])=[N:25][C:26]=2[C:27]2[CH:28]=[CH:29][C:30]([Cl:33])=[CH:31][CH:32]=2)=[CH:19][CH:20]=1, predict the reactants needed to synthesize it. The reactants are: [F:1][C:2]1([F:9])[CH2:7][CH2:6][CH:5]([NH2:8])[CH2:4][CH2:3]1.C[Al](C)C.[Cl:14][C:15]1[CH:20]=[CH:19][C:18]([C:21]2[N:22]=[C:23]([CH2:39][N:40]3[N:44]=[N:43][CH:42]=[N:41]3)[C:24]([C:34](OCC)=[O:35])=[N:25][C:26]=2[C:27]2[CH:32]=[CH:31][C:30]([Cl:33])=[CH:29][CH:28]=2)=[CH:17][CH:16]=1. (2) Given the product [F:12][C:11]1[C:2]([CH3:15])=[N:3][C:4]2[C:9]([CH:10]=1)=[CH:8][CH:7]=[C:6]([O:13][CH3:14])[CH:5]=2, predict the reactants needed to synthesize it. The reactants are: Cl[C:2]1[C:11]([F:12])=[CH:10][C:9]2[C:4](=[CH:5][C:6]([O:13][CH3:14])=[CH:7][CH:8]=2)[N:3]=1.[CH3:15][Mg]Br.[Cl-].[NH4+].[OH-].[Na+]. (3) The reactants are: [CH:1]1([C:7]2([CH3:14])[C:11](=[O:12])[NH:10][N:9]=[C:8]2[CH3:13])[CH2:6][CH2:5][CH2:4][CH2:3][CH2:2]1.Br[CH2:16][C:17]([C:19]1[CH:27]=[CH:26][C:22]2[O:23][CH2:24][O:25][C:21]=2[CH:20]=1)=[O:18]. Given the product [O:23]1[C:22]2[CH:26]=[CH:27][C:19]([C:17](=[O:18])[CH2:16][N:10]3[C:11](=[O:12])[C:7]([CH:1]4[CH2:2][CH2:3][CH2:4][CH2:5][CH2:6]4)([CH3:14])[C:8]([CH3:13])=[N:9]3)=[CH:20][C:21]=2[O:25][CH2:24]1, predict the reactants needed to synthesize it. (4) The reactants are: C([O:5][C@@H:6]([C@H:8]1[CH2:12][O:11][C:10](=[O:13])[N:9]1[C:14]1[CH:19]=[CH:18][N:17]=[C:16]([NH:20][CH:21]([C:23]2[O:27][N:26]=[C:25]([C:28]3[CH:33]=[CH:32][C:31]([O:34][C:35]([F:38])([F:37])[F:36])=[C:30]([Cl:39])[CH:29]=3)[N:24]=2)[CH3:22])[N:15]=1)[CH3:7])(C)(C)C.C(O)(C(F)(F)F)=O.O. Given the product [Cl:39][C:30]1[CH:29]=[C:28]([C:25]2[N:24]=[C:23]([C@H:21]([NH:20][C:16]3[N:15]=[C:14]([N:9]4[C@@H:8]([CH:6]([OH:5])[CH3:7])[CH2:12][O:11][C:10]4=[O:13])[CH:19]=[CH:18][N:17]=3)[CH3:22])[O:27][N:26]=2)[CH:33]=[CH:32][C:31]=1[O:34][C:35]([F:36])([F:38])[F:37], predict the reactants needed to synthesize it.